From a dataset of Forward reaction prediction with 1.9M reactions from USPTO patents (1976-2016). Predict the product of the given reaction. (1) Given the reactants [Cl:1][C:2]1[CH:7]=[CH:6][C:5]([CH:8](O)[C:9]2[C:10]([CH3:22])=[N:11][N:12]([CH:19]3[CH2:21][CH2:20]3)[C:13]=2[C:14]([O:16][CH2:17][CH3:18])=[O:15])=[CH:4][CH:3]=1.C(N(CC)CC)C.O(S(C)(=O)=O)S(C)(=O)=O.[CH3:40][O:41][C:42]1[CH:49]=[CH:48][C:45]([CH2:46][NH2:47])=[CH:44][CH:43]=1, predict the reaction product. The product is: [Cl:1][C:2]1[CH:7]=[CH:6][C:5]([CH:8]([NH:47][CH2:46][C:45]2[CH:48]=[CH:49][C:42]([O:41][CH3:40])=[CH:43][CH:44]=2)[C:9]2[C:10]([CH3:22])=[N:11][N:12]([CH:19]3[CH2:21][CH2:20]3)[C:13]=2[C:14]([O:16][CH2:17][CH3:18])=[O:15])=[CH:4][CH:3]=1. (2) Given the reactants [F:1][C:2]1[CH:22]=[CH:21][CH:20]=[C:19]([F:23])[C:3]=1[CH2:4][O:5][C:6]1[C:7]2[N:8]([C:12]([C:16](O)=[O:17])=[C:13]([CH3:15])[N:14]=2)[CH:9]=[CH:10][CH:11]=1.ClC(N(C)C)=C(C)C.[NH2:32][C:33]([C:40]1[CH:41]=[N:42][CH:43]=[N:44][CH:45]=1)([CH3:39])[C:34]([O:36][CH2:37][CH3:38])=[O:35].O, predict the reaction product. The product is: [F:1][C:2]1[CH:22]=[CH:21][CH:20]=[C:19]([F:23])[C:3]=1[CH2:4][O:5][C:6]1[C:7]2[N:8]([C:12]([C:16]([NH:32][C:33]([C:40]3[CH:45]=[N:44][CH:43]=[N:42][CH:41]=3)([CH3:39])[C:34]([O:36][CH2:37][CH3:38])=[O:35])=[O:17])=[C:13]([CH3:15])[N:14]=2)[CH:9]=[CH:10][CH:11]=1. (3) Given the reactants [NH:1]([C:8]([C@H:10]1[N:14]2[C:15](=[O:41])[C:16]([N:19]([CH2:30][C:31]3[CH:36]=[CH:35][CH:34]=[C:33]([C:37]([F:40])([F:39])[F:38])[CH:32]=3)C(=O)OCC3C=CC=CC=3)=[CH:17][N:18]=[C:13]2[CH:12]([CH3:42])[CH2:11]1)=[O:9])[C:2]1[CH:7]=[CH:6][CH:5]=[CH:4][CH:3]=1.[Li+].C[Si]([N-][Si](C)(C)C)(C)C.Br[CH2:54][C:55]([O:57][C:58]([CH3:61])([CH3:60])[CH3:59])=[O:56], predict the reaction product. The product is: [NH:1]([C:8]([C@H:10]1[N:14]2[C:15](=[O:41])[C:16]([NH:19][CH2:30][C:31]3[CH:36]=[CH:35][CH:34]=[C:33]([C:37]([F:39])([F:40])[F:38])[CH:32]=3)=[CH:17][N:18]=[C:13]2[C@:12]([CH2:54][C:55]([O:57][C:58]([CH3:61])([CH3:60])[CH3:59])=[O:56])([CH3:42])[CH2:11]1)=[O:9])[C:2]1[CH:3]=[CH:4][CH:5]=[CH:6][CH:7]=1. (4) The product is: [CH3:1][O:2][C:5]1[N:6]=[N:7][C:8]([C:11]2[CH:16]=[CH:15][N:14]=[CH:13][CH:12]=2)=[CH:9][CH:10]=1. Given the reactants [CH3:1][O-:2].[Na+].Cl[C:5]1[N:6]=[N:7][C:8]([C:11]2[CH:16]=[CH:15][N:14]=[CH:13][CH:12]=2)=[CH:9][CH:10]=1, predict the reaction product. (5) Given the reactants S([O-])([O-])(=O)=O.[Mg+2].[CH:7]1[C:16]2[C:11](=[CH:12][CH:13]=[CH:14][CH:15]=2)[CH:10]=[CH:9][C:8]=1[CH:17]=O.C(N(CC)CC)C.Cl.[NH2:27][C@H:28]([C:30]([O:32][C:33]([CH3:36])([CH3:35])[CH3:34])=[O:31])[CH3:29], predict the reaction product. The product is: [CH:7]1[C:16]2[C:11](=[CH:12][CH:13]=[CH:14][CH:15]=2)[CH:10]=[CH:9][C:8]=1[CH:17]=[N:27][C@H:28]([C:30]([O:32][C:33]([CH3:36])([CH3:35])[CH3:34])=[O:31])[CH3:29].